This data is from Catalyst prediction with 721,799 reactions and 888 catalyst types from USPTO. The task is: Predict which catalyst facilitates the given reaction. (1) The catalyst class is: 12. Product: [ClH:39].[ClH:39].[C:1]1([CH:7]([CH3:38])[CH2:8][NH:9][CH2:17][CH2:18][CH2:19][S:20][CH2:21][CH2:22][NH:23][CH2:24][C@@H:25]([C:26]2[C:34]3[S:33][C:32](=[O:35])[NH:31][C:30]=3[C:29]([OH:36])=[CH:28][CH:27]=2)[OH:37])[CH:6]=[CH:5][CH:4]=[CH:3][CH:2]=1. Reactant: [C:1]1([CH:7]([CH3:38])[CH2:8][N:9]([CH2:17][CH2:18][CH2:19][S:20][CH2:21][CH2:22][NH:23][CH2:24][C@H:25]([OH:37])[C:26]2[C:34]3[S:33][C:32](=[O:35])[NH:31][C:30]=3[C:29]([OH:36])=[CH:28][CH:27]=2)C(=O)OC(C)(C)C)[CH:6]=[CH:5][CH:4]=[CH:3][CH:2]=1.[ClH:39]. (2) Reactant: [C:1]([C:3]1[CH:4]=[C:5]([NH:9][C:10]2[C:19]3[C:14](=[CH:15][CH:16]=[C:17]([N+:20]([O-])=O)[CH:18]=3)[N:13]=[CH:12][N:11]=2)[CH:6]=[CH:7][CH:8]=1)#[CH:2].O.O.Cl[Sn]Cl.C([O-])(O)=O.[Na+]. Product: [C:1]([C:3]1[CH:4]=[C:5]([NH:9][C:10]2[C:19]3[C:14](=[CH:15][CH:16]=[C:17]([NH2:20])[CH:18]=3)[N:13]=[CH:12][N:11]=2)[CH:6]=[CH:7][CH:8]=1)#[CH:2]. The catalyst class is: 13. (3) Reactant: [CH2:1]([N:3]1[CH:11]=[C:10]2[C:5]([CH:6]=[C:7]([C:13]([O:15][CH2:16][CH3:17])=[O:14])[CH:8]=[C:9]2[OH:12])=[N:4]1)[CH3:2].FC1C=CC([CH2:25][S:26]([CH2:29][C:30]2[CH:35]=CC(F)=CC=2)(=[O:28])=[O:27])=CC=1.C(=O)([O-])[O-].[Cs+].[Cs+].[C:43](=O)([O-])[O-].[K+].[K+].C(O[CH2:53][CH3:54])(=O)C. Product: [CH2:1]([N:3]1[CH:11]=[C:10]2[C:5]([CH:6]=[C:7]([C:13]([O:15][CH2:16][CH3:17])=[O:14])[CH:8]=[C:9]2[O:12][C:54]2[CH:53]=[CH:43][C:29]([S:26]([CH3:25])(=[O:27])=[O:28])=[CH:30][CH:35]=2)=[N:4]1)[CH3:2]. The catalyst class is: 9. (4) Reactant: O[C:2]1([C:15]2[N:16]([CH3:20])[CH:17]=[CH:18][N:19]=2)[CH2:7][CH2:6][N:5]([C:8]([O:10][C:11]([CH3:14])([CH3:13])[CH3:12])=[O:9])[CH2:4][CH2:3]1.CS(Cl)(=O)=O. Product: [CH3:20][N:16]1[CH:17]=[CH:18][N:19]=[C:15]1[C:2]1[CH2:7][CH2:6][N:5]([C:8]([O:10][C:11]([CH3:14])([CH3:13])[CH3:12])=[O:9])[CH2:4][CH:3]=1. The catalyst class is: 2. (5) Reactant: [CH:1]([CH:3]1[CH2:8][CH2:7][N:6]([C:9]([O:11][C:12]([CH3:15])([CH3:14])[CH3:13])=[O:10])[CH2:5][CH2:4]1)=O.[S:16]=[C:17]1[CH2:21][S:20][C:19](=[O:22])[NH:18]1.CC(C)([O-])C.[K+].C(O)(=O)C.O.C(OCC)(=O)C. Product: [O:22]=[C:19]1[NH:18][C:17](=[S:16])/[C:21](=[CH:1]/[CH:3]2[CH2:8][CH2:7][N:6]([C:9]([O:11][C:12]([CH3:15])([CH3:14])[CH3:13])=[O:10])[CH2:5][CH2:4]2)/[S:20]1. The catalyst class is: 8. (6) Reactant: [N:1]1([C:6]2[CH:7]=[C:8]([C:12]3[N:16]4[CH:17]=[CH:18][C:19]([C:21]5[CH:22]=[C:23]([CH:26]=[CH:27][CH:28]=5)[CH:24]=O)=[CH:20][C:15]4=[N:14][CH:13]=3)[CH:9]=[CH:10][CH:11]=2)[CH:5]=[CH:4][CH:3]=[N:2]1.[CH3:29][N:30]1[CH2:35][CH2:34][NH:33][CH2:32][CH2:31]1.C(O[BH-](OC(=O)C)OC(=O)C)(=O)C.[Na+].C(O)(=O)C. Product: [CH3:29][N:30]1[CH2:35][CH2:34][N:33]([CH2:24][C:23]2[CH:22]=[C:21]([C:19]3[CH:18]=[CH:17][N:16]4[C:12]([C:8]5[CH:9]=[CH:10][CH:11]=[C:6]([N:1]6[CH:5]=[CH:4][CH:3]=[N:2]6)[CH:7]=5)=[CH:13][N:14]=[C:15]4[CH:20]=3)[CH:28]=[CH:27][CH:26]=2)[CH2:32][CH2:31]1. The catalyst class is: 91. (7) Reactant: Br[CH:2]([CH:5]1[CH2:10][CH2:9][N:8]([C:11]([O:13][C:14]([CH3:17])([CH3:16])[CH3:15])=[O:12])[CH2:7][CH2:6]1)[CH:3]=O.[CH3:18][C:19]1[C:20]([NH2:25])=[N:21][CH:22]=[CH:23][CH:24]=1. Product: [CH3:18][C:19]1[C:20]2[N:21]([C:2]([CH:5]3[CH2:10][CH2:9][N:8]([C:11]([O:13][C:14]([CH3:17])([CH3:16])[CH3:15])=[O:12])[CH2:7][CH2:6]3)=[CH:3][N:25]=2)[CH:22]=[CH:23][CH:24]=1. The catalyst class is: 8.